This data is from Catalyst prediction with 721,799 reactions and 888 catalyst types from USPTO. The task is: Predict which catalyst facilitates the given reaction. (1) Reactant: Br[C:2]1[CH:3]=[CH:4][C:5]([C:8]#[N:9])=[N:6][CH:7]=1.[CH3:10][S-:11].[Na+].C(=O)([O-])[O-].[K+].[K+]. Product: [CH3:10][S:11][C:2]1[CH:3]=[CH:4][C:5]([C:8]#[N:9])=[N:6][CH:7]=1. The catalyst class is: 37. (2) Reactant: [NH2:1][CH:2]([CH2:12][C:13]1[CH:18]=[CH:17][C:16]([C:19]([F:22])([F:21])[F:20])=[CH:15][CH:14]=1)[CH:3]([C:5]1[CH:10]=[CH:9][CH:8]=[CH:7][C:6]=1[F:11])[OH:4].[C:23]1([CH2:29][CH2:30][C:31](Cl)=[O:32])[CH:28]=[CH:27][CH:26]=[CH:25][CH:24]=1.C(=O)([O-])O.[Na+]. The catalyst class is: 84. Product: [F:11][C:6]1[CH:7]=[CH:8][CH:9]=[CH:10][C:5]=1[CH:3]([OH:4])[CH:2]([NH:1][C:31](=[O:32])[CH2:30][CH2:29][C:23]1[CH:28]=[CH:27][CH:26]=[CH:25][CH:24]=1)[CH2:12][C:13]1[CH:18]=[CH:17][C:16]([C:19]([F:22])([F:20])[F:21])=[CH:15][CH:14]=1. (3) Reactant: [F:1][C:2]1[C:3]([O:10][CH3:11])=[C:4]([CH:6]=[C:7]([F:9])[CH:8]=1)[NH2:5].C(N(CC)CC)C.[C:19](Cl)(=[O:24])[C:20]([CH3:23])([CH3:22])[CH3:21]. Product: [F:1][C:2]1[C:3]([O:10][CH3:11])=[C:4]([NH:5][C:19](=[O:24])[C:20]([CH3:23])([CH3:22])[CH3:21])[CH:6]=[C:7]([F:9])[CH:8]=1. The catalyst class is: 1. (4) Reactant: [N+]([C:4]1[CH:33]=[CH:32][CH:31]=[CH:30][C:5]=1[C:6]([NH:8][CH:9]([C:11]1[N:16]=[N:15][C:14]([NH:17][C:18]2[CH:23]=[C:22]([O:24][CH3:25])[C:21]([O:26][CH3:27])=[C:20]([O:28][CH3:29])[CH:19]=2)=[N:13][CH:12]=1)[CH3:10])=[O:7])([O-])=O.NC(C1N=NC(NC2C=C(OC)C(OC)=C(OC)C=2)=NC=1)C.[F:56][C:57]([F:68])([F:67])C1C=CC(C(Cl)=O)=CC=1.C(N(CC)CC)C. Product: [F:56][C:57]([F:68])([F:67])[C:32]1[CH:31]=[CH:30][C:5]([C:6]([NH:8][CH:9]([C:11]2[N:16]=[N:15][C:14]([NH:17][C:18]3[CH:19]=[C:20]([O:28][CH3:29])[C:21]([O:26][CH3:27])=[C:22]([O:24][CH3:25])[CH:23]=3)=[N:13][CH:12]=2)[CH3:10])=[O:7])=[CH:4][CH:33]=1. The catalyst class is: 7. (5) Reactant: N[CH:2]1[CH2:7][CH2:6][CH2:5][CH:4]([C:8]([OH:10])=[O:9])[CH2:3]1.[C:11](O[C:11]([O:13][C:14]([CH3:17])([CH3:16])[CH3:15])=[O:12])([O:13][C:14]([CH3:17])([CH3:16])[CH3:15])=[O:12].C(N(C(C)C)CC)(C)C.C1COCC1. Product: [C:14]([O:13][C:11]([CH:2]1[CH2:7][CH2:6][CH2:5][CH:4]([C:8]([OH:10])=[O:9])[CH2:3]1)=[O:12])([CH3:17])([CH3:16])[CH3:15]. The catalyst class is: 6. (6) Reactant: [NH:1]1[C:11]2[C:6](=[CH:7][CH:8]=[CH:9][CH:10]=2)[C:4](=[O:5])[C:2]1=[O:3].[F:12][CH2:13][CH:14](OS(C1C=CC(C)=CC=1)(=O)=O)[CH3:15].C(=O)([O-])[O-].[K+].[K+]. Product: [F:12][CH2:13][CH:14]([N:1]1[C:11]2[C:6](=[CH:7][CH:8]=[CH:9][CH:10]=2)[C:4](=[O:5])[C:2]1=[O:3])[CH3:15]. The catalyst class is: 35. (7) Reactant: CS(O[CH2:6][CH2:7][O:8][C:9]1[CH:14]=[CH:13][C:12]([C:15]2[CH:20]=[CH:19][C:18]([C:21]([O:23][CH2:24][C:25]3[CH:30]=[CH:29][CH:28]=[CH:27][CH:26]=3)=[O:22])=[CH:17][CH:16]=2)=[CH:11][CH:10]=1)(=O)=O.[NH2:31][CH2:32][CH:33]([C:35]1[CH:36]=[CH:37][C:38]([OH:44])=[C:39]([NH:41][CH:42]=[O:43])[CH:40]=1)[OH:34].O.C(OCC)(=O)C. The catalyst class is: 9. Product: [CH:42]([NH:41][C:39]1[CH:40]=[C:35]([CH:33]([OH:34])[CH2:32][NH:31][CH2:6][CH2:7][O:8][C:9]2[CH:10]=[CH:11][C:12]([C:15]3[CH:20]=[CH:19][C:18]([C:21]([O:23][CH2:24][C:25]4[CH:30]=[CH:29][CH:28]=[CH:27][CH:26]=4)=[O:22])=[CH:17][CH:16]=3)=[CH:13][CH:14]=2)[CH:36]=[CH:37][C:38]=1[OH:44])=[O:43]. (8) Reactant: Cl.[N+:2]([C:5]1[CH:11]=[C:10]([C:12]2[CH:13]=[CH:14][C:15]3[O:21][CH2:20][CH2:19][NH:18][CH2:17][C:16]=3[CH:22]=2)[CH:9]=[CH:8][C:6]=1[NH2:7])([O-:4])=[O:3].Cl[C:24]1[C:29]([CH:30]([CH3:32])[CH3:31])=[C:28]([CH3:33])[N:27]=[C:26]([NH2:34])[N:25]=1.C(N(C(C)C)CC)(C)C.O. Product: [NH2:7][C:6]1[CH:8]=[CH:9][C:10]([C:12]2[CH:13]=[CH:14][C:15]3[O:21][CH2:20][CH2:19][N:18]([C:24]4[C:29]([CH:30]([CH3:31])[CH3:32])=[C:28]([CH3:33])[N:27]=[C:26]([NH2:34])[N:25]=4)[CH2:17][C:16]=3[CH:22]=2)=[CH:11][C:5]=1[N+:2]([O-:4])=[O:3]. The catalyst class is: 514. (9) Product: [CH2:23]([Si:20]([CH2:21][CH3:22])([CH2:25][CH3:26])[O:19][C@H:13]([C:14]([O:16][CH2:17][CH3:18])=[O:15])[CH2:12][CH2:11][CH:2]([C:1]([O:8][CH3:9])=[O:7])[C:3]([O:5][CH3:6])=[O:4])[CH3:24]. Reactant: [C:1]([O:8][CH3:9])(=[O:7])[CH2:2][C:3]([O:5][CH3:6])=[O:4].I[CH2:11][CH2:12][C@H:13]([O:19][Si:20]([CH2:25][CH3:26])([CH2:23][CH3:24])[CH2:21][CH3:22])[C:14]([O:16][CH2:17][CH3:18])=[O:15].[H-].[Na+]. The catalyst class is: 1. (10) Reactant: COC(=O)[C:4]([CH2:18][CH2:19][O:20][CH2:21][CH2:22][O:23][CH3:24])([C:9]1[CH:14]=[CH:13][C:12]([N+:15]([O-:17])=[O:16])=[CH:11][CH:10]=1)C(OC)=O.O.O.O.O.O.O.[Cl-].[Mg+2].[Cl-]. Product: [CH3:24][O:23][CH2:22][CH2:21][O:20][CH2:19][CH2:18][CH2:4][C:9]1[CH:10]=[CH:11][C:12]([N+:15]([O-:17])=[O:16])=[CH:13][CH:14]=1. The catalyst class is: 675.